This data is from Reaction yield outcomes from USPTO patents with 853,638 reactions. The task is: Predict the reaction yield, written as a fraction of the theoretical maximum amount of product (1.0 means a 100% yield; for example, 0.34 means a 34% yield). The reactants are [NH2:1][C:2]1[C:6]([C:7](OCC)=[O:8])=[CH:5][N:4]([C:12]2[CH:17]=[CH:16][CH:15]=[CH:14][CH:13]=2)[N:3]=1.[H-].[Al+3].[Li+].[H-].[H-].[H-].O.O.O.O.O.O.O.O.O.O.S([O-])([O-])(=O)=O.[Na+].[Na+]. The catalyst is O1CCCC1. The product is [NH2:1][C:2]1[C:6]([CH2:7][OH:8])=[CH:5][N:4]([C:12]2[CH:13]=[CH:14][CH:15]=[CH:16][CH:17]=2)[N:3]=1. The yield is 0.820.